From a dataset of Forward reaction prediction with 1.9M reactions from USPTO patents (1976-2016). Predict the product of the given reaction. Given the reactants [O:1]1[C:5]2[CH:6]=[CH:7][CH:8]=[CH:9][C:4]=2[N:3]=[C:2]1[CH:10]([C:15]1[CH:27]=[CH:26][C:18]([C:19]([O:21]C(C)(C)C)=[O:20])=[CH:17][CH:16]=1)[C:11]([O:13][CH3:14])=[O:12].FC(F)(F)C(O)=O, predict the reaction product. The product is: [O:1]1[C:5]2[CH:6]=[CH:7][CH:8]=[CH:9][C:4]=2[N:3]=[C:2]1[CH:10]([C:15]1[CH:16]=[CH:17][C:18]([C:19]([OH:21])=[O:20])=[CH:26][CH:27]=1)[C:11]([O:13][CH3:14])=[O:12].